From a dataset of Full USPTO retrosynthesis dataset with 1.9M reactions from patents (1976-2016). Predict the reactants needed to synthesize the given product. Given the product [C:33]1([CH2:32][CH2:31][CH2:30][N:1]2[CH2:2][CH2:3][C:4]3([O:11][C:10]4[C:12]5[C:17]([C:18](=[O:21])[C:19](=[O:20])[C:9]=4[S:8][CH2:7]3)=[CH:16][CH:15]=[CH:14][CH:13]=5)[CH2:5][CH2:6]2)[CH:38]=[CH:37][CH:36]=[CH:35][CH:34]=1, predict the reactants needed to synthesize it. The reactants are: [NH:1]1[CH2:6][CH2:5][C:4]2([O:11][C:10]3[C:12]4[C:17]([C:18](=[O:21])[C:19](=[O:20])[C:9]=3[S:8][CH2:7]2)=[CH:16][CH:15]=[CH:14][CH:13]=4)[CH2:3][CH2:2]1.C(N(CC)CC)C.Br[CH2:30][CH2:31][CH2:32][C:33]1[CH:38]=[CH:37][CH:36]=[CH:35][CH:34]=1.